Dataset: Catalyst prediction with 721,799 reactions and 888 catalyst types from USPTO. Task: Predict which catalyst facilitates the given reaction. Reactant: C[O:2][C:3](=[O:31])[CH2:4][CH:5]([N:9]1[C:13]2[CH:14]=[CH:15][CH:16]=[CH:17][C:12]=2[N:11]([CH2:18][C:19]2[CH:27]=[C:26]([Br:28])[CH:25]=[C:24]3[C:20]=2[CH2:21][C:22](=[O:29])[NH:23]3)[C:10]1=[O:30])[CH2:6][CH2:7][CH3:8].[OH-].[Li+].Cl. Product: [Br:28][C:26]1[CH:25]=[C:24]2[C:20]([CH2:21][C:22](=[O:29])[NH:23]2)=[C:19]([CH2:18][N:11]2[C:12]3[CH:17]=[CH:16][CH:15]=[CH:14][C:13]=3[N:9]([CH:5]([CH2:6][CH2:7][CH3:8])[CH2:4][C:3]([OH:31])=[O:2])[C:10]2=[O:30])[CH:27]=1. The catalyst class is: 38.